Dataset: Full USPTO retrosynthesis dataset with 1.9M reactions from patents (1976-2016). Task: Predict the reactants needed to synthesize the given product. (1) Given the product [Cl:1][C:2]1[CH:7]=[CH:6][C:5]([S:8]([N:11]2[CH:19]3[CH2:20][CH2:21][CH2:22][CH:12]2[C:13]2[C:17]([CH2:18]3)=[N:16][N:15]([C:28](=[O:29])[C:27]([O:26][C:23](=[O:25])[CH3:24])([CH3:32])[CH3:31])[CH:14]=2)(=[O:9])=[O:10])=[CH:4][CH:3]=1, predict the reactants needed to synthesize it. The reactants are: [Cl:1][C:2]1[CH:7]=[CH:6][C:5]([S:8]([N:11]2[CH:19]3[CH2:20][CH2:21][CH2:22][CH:12]2[C:13]2[CH:14]=[N:15][NH:16][C:17]=2[CH2:18]3)(=[O:10])=[O:9])=[CH:4][CH:3]=1.[C:23]([O:26][C:27]([CH3:32])([CH3:31])[C:28](Cl)=[O:29])(=[O:25])[CH3:24]. (2) The reactants are: [NH2:1][C@@H:2]1[CH2:7][CH2:6][C@H:5]([NH:8][C:9]([C:11]2[C:15]3[N:16]=[CH:17][N:18]=[C:19]([C:20]4[CH:25]=[CH:24][C:23]([O:26][CH3:27])=[CH:22][C:21]=4[O:28][CH2:29][CH2:30][O:31][CH3:32])[C:14]=3[NH:13][CH:12]=2)=[O:10])[CH2:4][CH2:3]1.[CH3:33][O:34][CH2:35][C:36](Cl)=[O:37]. Given the product [CH3:33][O:34][CH2:35][C:36]([NH:1][C@@H:2]1[CH2:7][CH2:6][C@H:5]([NH:8][C:9]([C:11]2[C:15]3[N:16]=[CH:17][N:18]=[C:19]([C:20]4[CH:25]=[CH:24][C:23]([O:26][CH3:27])=[CH:22][C:21]=4[O:28][CH2:29][CH2:30][O:31][CH3:32])[C:14]=3[NH:13][CH:12]=2)=[O:10])[CH2:4][CH2:3]1)=[O:37], predict the reactants needed to synthesize it. (3) Given the product [Cl:8][C:9]1[C:10]([F:30])=[C:11]([NH:16][C:17]2[C:26]3[C:21](=[CH:22][C:23]([O:29][CH2:36][CH:37]4[CH2:51][C@@H:40]5[CH2:41][N:42]([C:44]([O:46][C:47]([CH3:50])([CH3:49])[CH3:48])=[O:45])[CH2:43][C@@H:39]5[CH2:38]4)=[C:24]([O:27][CH3:28])[CH:25]=3)[N:20]=[CH:19][N:18]=2)[CH:12]=[CH:13][C:14]=1[Cl:15], predict the reactants needed to synthesize it. The reactants are: FC(F)(F)C(O)=O.[Cl:8][C:9]1[C:10]([F:30])=[C:11]([NH:16][C:17]2[C:26]3[C:21](=[CH:22][C:23]([OH:29])=[C:24]([O:27][CH3:28])[CH:25]=3)[N:20]=[CH:19][N:18]=2)[CH:12]=[CH:13][C:14]=1[Cl:15].CS(O[CH2:36][CH:37]1[CH2:51][C@@H:40]2[CH2:41][N:42]([C:44]([O:46][C:47]([CH3:50])([CH3:49])[CH3:48])=[O:45])[CH2:43][C@@H:39]2[CH2:38]1)(=O)=O.C([O-])([O-])=O.[K+].[K+].